This data is from Full USPTO retrosynthesis dataset with 1.9M reactions from patents (1976-2016). The task is: Predict the reactants needed to synthesize the given product. Given the product [F:33][C:34]1[CH:39]=[CH:38][CH:37]=[CH:36][C:35]=1[NH:40][C:41](=[O:69])[NH:42][C:43]1[CH:44]=[CH:45][C:46]([C:49]2[S:53][C:52]([CH:54]3[CH2:55][CH2:56][N:57]([CH:60]([CH3:68])[C:61]([OH:63])=[O:62])[CH2:58][CH2:59]3)=[N:51][CH:50]=2)=[CH:47][CH:48]=1, predict the reactants needed to synthesize it. The reactants are: FC1C=CC=CC=1NC(=O)NC1C=CC(C2SC(C3CCC(CC(O)=O)CC3)=NC=2)=CC=1.[F:33][C:34]1[CH:39]=[CH:38][CH:37]=[CH:36][C:35]=1[NH:40][C:41](=[O:69])[NH:42][C:43]1[CH:48]=[CH:47][C:46]([C:49]2[S:53][C:52]([CH:54]3[CH2:59][CH2:58][N:57]([CH:60]([CH3:68])[C:61]([O:63]C(C)(C)C)=[O:62])[CH2:56][CH2:55]3)=[N:51][CH:50]=2)=[CH:45][CH:44]=1.FC(F)(F)C(O)=O.